From a dataset of Forward reaction prediction with 1.9M reactions from USPTO patents (1976-2016). Predict the product of the given reaction. (1) Given the reactants [F:1][C:2]([F:48])([F:47])[C:3]1[CH:4]=[C:5]([C@@H:13]2[C@@H:17]3[CH2:18][CH2:19][CH2:20][C@@H:21]([C:22]4[CH:27]=[C:26]([C:28]([F:31])([F:30])[F:29])[CH:25]=[CH:24][C:23]=4[C:32]4[C:37]([O:38][CH3:39])=[CH:36][CH:35]=[C:34]([CH2:40][CH2:41][C:42]([NH:44][NH2:45])=[O:43])[CH:33]=4)[N:16]3[C:15](=[O:46])[O:14]2)[CH:6]=[C:7]([C:9]([F:12])([F:11])[F:10])[CH:8]=1.CCN(C(C)C)C(C)C.[C:58](Cl)(Cl)=[O:59], predict the reaction product. The product is: [F:12][C:9]([F:11])([F:10])[C:7]1[CH:6]=[C:5]([C@@H:13]2[C@@H:17]3[CH2:18][CH2:19][CH2:20][C@@H:21]([C:22]4[CH:27]=[C:26]([C:28]([F:31])([F:30])[F:29])[CH:25]=[CH:24][C:23]=4[C:32]4[CH:33]=[C:34]([CH2:40][CH2:41][C:42]5[O:43][C:58](=[O:59])[NH:45][N:44]=5)[CH:35]=[CH:36][C:37]=4[O:38][CH3:39])[N:16]3[C:15](=[O:46])[O:14]2)[CH:4]=[C:3]([C:2]([F:1])([F:47])[F:48])[CH:8]=1. (2) Given the reactants [Br:1][C:2]1[CH:3]=[C:4]([Cl:11])[CH:5]=[C:6]2[C:10]=1[NH:9][N:8]=[CH:7]2.[C:12]([O-])([O-])=O.[K+].[K+].CI, predict the reaction product. The product is: [Br:1][C:2]1[CH:3]=[C:4]([Cl:11])[CH:5]=[C:6]2[C:10]=1[N:9]([CH3:12])[N:8]=[CH:7]2. (3) Given the reactants [C:1]([OH:10])(=[O:9])[CH2:2][CH2:3][CH2:4][CH2:5][CH2:6][CH2:7][CH3:8].[CH2:11]([CH:13]([CH2:16][CH3:17])[CH2:14]O)[CH3:12], predict the reaction product. The product is: [C:1]([O:10][CH2:14][CH:13]([CH2:16][CH3:17])[CH2:11][CH3:12])(=[O:9])[CH2:2][CH2:3][CH2:4][CH2:5][CH2:6][CH2:7][CH3:8]. (4) Given the reactants [C:1]([C@H:3]1[CH2:8][CH2:7][C@H:6]2[C@H:9]3[C@H:19]([CH2:20][CH2:21][C@:4]12[CH3:5])[C@:17]1([CH3:18])[C@H:12]([CH2:13][C@H:14]([O:22][Si:23]([C:36]([CH3:39])([CH3:38])[CH3:37])([C:30]2[CH:35]=[CH:34][CH:33]=[CH:32][CH:31]=2)[C:24]2[CH:29]=[CH:28][CH:27]=[CH:26][CH:25]=2)[CH2:15][CH2:16]1)[CH2:11][CH2:10]3)#[CH:2].I[C:41]1[CH:46]=[CH:45][C:44]([CH3:47])=[CH:43][CH:42]=1.[NH4+].[Cl-].C(OCC)(=O)C, predict the reaction product. The product is: [Si:23]([O:22][C@@H:14]1[CH2:15][CH2:16][C@@:17]2([CH3:18])[C@@H:12]([CH2:11][CH2:10][C@@H:9]3[C@@H:19]2[CH2:20][CH2:21][C@@:4]2([CH3:5])[C@H:6]3[CH2:7][CH2:8][C@@H:3]2[C:1]#[C:2][C:41]2[CH:46]=[CH:45][C:44]([CH3:47])=[CH:43][CH:42]=2)[CH2:13]1)([C:36]([CH3:39])([CH3:38])[CH3:37])([C:30]1[CH:31]=[CH:32][CH:33]=[CH:34][CH:35]=1)[C:24]1[CH:29]=[CH:28][CH:27]=[CH:26][CH:25]=1. (5) Given the reactants [C:1]([C:4]1[CH:19]=[CH:18][C:7]([C:8]([NH:10][C:11]2[CH:16]=[CH:15][C:14]([Cl:17])=[CH:13][N:12]=2)=[O:9])=[C:6]([NH:20][CH2:21][CH:22]2[CH2:27][CH2:26][N:25]([C:28]([O:30][C:31]([CH3:34])([CH3:33])[CH3:32])=[O:29])[CH2:24][CH2:23]2)[CH:5]=1)(O)=[O:2].ClC(OCC)=O.CN1CCOCC1.[BH4-].[Na+], predict the reaction product. The product is: [Cl:17][C:14]1[CH:15]=[CH:16][C:11]([NH:10][C:8](=[O:9])[C:7]2[CH:18]=[CH:19][C:4]([CH2:1][OH:2])=[CH:5][C:6]=2[NH:20][CH2:21][CH:22]2[CH2:27][CH2:26][N:25]([C:28]([O:30][C:31]([CH3:33])([CH3:32])[CH3:34])=[O:29])[CH2:24][CH2:23]2)=[N:12][CH:13]=1.